From a dataset of Catalyst prediction with 721,799 reactions and 888 catalyst types from USPTO. Predict which catalyst facilitates the given reaction. Reactant: O.I([O-])(=O)(=O)=O.[Na+].[CH2:8]([O:15][CH2:16][CH:17]([OH:20])CO)[C:9]1[CH:14]=[CH:13][CH:12]=[CH:11][CH:10]=1. Product: [CH2:8]([O:15][CH2:16][CH:17]=[O:20])[C:9]1[CH:14]=[CH:13][CH:12]=[CH:11][CH:10]=1. The catalyst class is: 13.